This data is from Experimentally validated miRNA-target interactions with 360,000+ pairs, plus equal number of negative samples. The task is: Binary Classification. Given a miRNA mature sequence and a target amino acid sequence, predict their likelihood of interaction. (1) The miRNA is hsa-miR-548b-5p with sequence AAAAGUAAUUGUGGUUUUGGCC. The protein sequence of the target gene is MAAAGVVSGKIIYEQEGVYIHSSCGKTNDQDGLISGILRVLEKDAEVIVDWRPLDDALDSSSILYARKDSSSVVEWTQAPKERGHRGSEHLNSYEAEWDMVNTVSFKRKPHTNGDAPSHRNGKSKWSFLFSLTDLKSIKQNKEGMGWSYLVFCLKDDVVLPALHFHQGDSKLLIESLEKYVVLCESPQDKRTLLVNCQNKSLSQSFENLLDEPAYGLIQAGLLDRRKLLWAIHHWKKIKKDPYTATMIGFSKVTNYIFDSLRGSDPSTHQRPPSEMADFLSDAIPGLKINQQEEPGFEVI.... Result: 0 (no interaction). (2) The miRNA is hsa-miR-4799-5p with sequence AUCUAAAUGCAGCAUGCCAGUC. The protein sequence of the target gene is MSFSEMNRRTLAFRGGGLVTASGGGSTNNNAGGEASAWPPQPQPRQPPPPAPPALQPPNGRGADEEVELEGLEPQDLEASAGPAAGAAEEAKELLLPQDAGGPTSLGGGAGGPLLAERNRRTLAFRGGGGGGLGNNGSSRGRPETSVWPLRHFNGRGPATVDLELDALEGKELMQDGASLSDSTEDEEEGASLGDGSGAEGGSCSSSRRSGGDGGDEVEGSGVGAGEGETVQHFPLARPKSLMQKLQCSFQTSWLKDFPWLRYSKDTGLMSCGWCQKTPADGGSVDLPPVGHDELSRGTR.... Result: 1 (interaction). (3) The miRNA is hsa-miR-5701 with sequence UUAUUGUCACGUUCUGAUU. The protein sequence of the target gene is MRRTGPEEEACGVWLDAAALKRRKVQTHLIKPGTKMLTLLPGERKANIYFTQRRAPSTGIHQRSIASFFTLQPGKTNGSDQKSVSSHTESQINKESKKNATQLDHLIPGLAHDCMASPLATSTTADIQEAGLSPQSLQTSGHHRMKTPFSTELSLLQPDTPDCAGDSHTPLAFSFTEDLESSCLLDRKEEKGDSARKWEWLHESKKNYQSMEKHTKLPGDKCCQPLGKTKLERKVSAKENRQAPVLLQTYRESWNGENIESVKQSRSPVSVFSWDNEKNDKDSWSQLFTEDSQGQRVIAH.... Result: 0 (no interaction).